This data is from TCR-epitope binding with 47,182 pairs between 192 epitopes and 23,139 TCRs. The task is: Binary Classification. Given a T-cell receptor sequence (or CDR3 region) and an epitope sequence, predict whether binding occurs between them. (1) The TCR CDR3 sequence is CASSQEKRGLLGDTQYF. The epitope is KLPDDFTGCV. Result: 1 (the TCR binds to the epitope). (2) The epitope is FLNRFTTTL. The TCR CDR3 sequence is CASSQDLGQEREQYF. Result: 1 (the TCR binds to the epitope). (3) The epitope is VSFIEFVGW. The TCR CDR3 sequence is CASSAVGTGWHEQYF. Result: 0 (the TCR does not bind to the epitope).